Task: Predict the reactants needed to synthesize the given product.. Dataset: Full USPTO retrosynthesis dataset with 1.9M reactions from patents (1976-2016) (1) Given the product [CH3:1][O:2][C:3]([C:5]1[S:6][C:7]2[C:8]([OH:20])([CH3:21])[CH2:9][O:10][C:11]3[CH:18]=[CH:17][C:16]([Br:19])=[CH:15][C:12]=3[C:13]=2[N:14]=1)=[O:4], predict the reactants needed to synthesize it. The reactants are: [CH3:1][O:2][C:3]([C:5]1[S:6][C:7]2[C:8](=[O:20])[CH2:9][O:10][C:11]3[CH:18]=[CH:17][C:16]([Br:19])=[CH:15][C:12]=3[C:13]=2[N:14]=1)=[O:4].[CH3:21][Mg+].[Br-]. (2) Given the product [NH:10]1[C:18]2[C:13](=[CH:14][CH:15]=[CH:16][CH:17]=2)/[C:12](=[CH:21]\[C:6]2[O:5][C:4]([CH:8]=[O:9])=[CH:3][CH:7]=2)/[CH2:11]1, predict the reactants needed to synthesize it. The reactants are: C([C:3]1[CH:7]=[CH:6][O:5][C:4]=1[CH:8]=[O:9])=O.[NH:10]1[C:18]2[C:13](=[CH:14][CH:15]=[CH:16][CH:17]=2)[CH2:12][C:11]1=O.N1CCCC[CH2:21]1. (3) Given the product [CH3:1][O:2][C:3]1[N:4]=[CH:5][C:6]([C:9](=[O:11])/[CH:10]=[N:12]/[OH:13])=[CH:7][CH:8]=1, predict the reactants needed to synthesize it. The reactants are: [CH3:1][O:2][C:3]1[CH:8]=[CH:7][C:6]([C:9](=[O:11])[CH3:10])=[CH:5][N:4]=1.[N:12](OC(C)(C)C)=[O:13].CC([O-])(C)C.[K+].Cl. (4) Given the product [CH:16]([N:9]1[C:10]2[C:6](=[CH:5][C:4]([N+:1]([O-:3])=[O:2])=[CH:12][CH:11]=2)[CH:7]=[CH:8]1)([CH3:18])[CH3:17], predict the reactants needed to synthesize it. The reactants are: [N+:1]([C:4]1[CH:5]=[C:6]2[C:10](=[CH:11][CH:12]=1)[NH:9][CH:8]=[CH:7]2)([O-:3])=[O:2].[H-].[Na+].I[CH:16]([CH3:18])[CH3:17].[Cl-].[NH4+]. (5) Given the product [C:1]([O:5][C:6]([N:8]([CH2:26][C:27]([O:29][C:30]([CH3:33])([CH3:32])[CH3:31])=[O:28])[C:9]1[CH:14]=[CH:13][CH:12]=[C:11]([CH:15]([CH2:66][C:64]2[S:63][C:62]3[CH:68]=[C:58]([O:57][CH3:56])[CH:59]=[CH:60][C:61]=3[CH:65]=2)[NH:16][S:17]([C:20]2[CH:21]=[N:22][CH:23]=[CH:24][CH:25]=2)(=[O:19])=[O:18])[N:10]=1)=[O:7])([CH3:4])([CH3:3])[CH3:2], predict the reactants needed to synthesize it. The reactants are: [C:1]([O:5][C:6]([N:8]([CH2:26][C:27]([O:29][C:30]([CH3:33])([CH3:32])[CH3:31])=[O:28])[C:9]1[CH:14]=[CH:13][CH:12]=[C:11]([CH2:15][NH:16][S:17]([C:20]2[CH:21]=[N:22][CH:23]=[CH:24][CH:25]=2)(=[O:19])=[O:18])[N:10]=1)=[O:7])([CH3:4])([CH3:3])[CH3:2].S1C=CN=C1C1C=CC(CNS(C2C=NC=CC=2)(=O)=O)=CC=1.[CH3:56][O:57][C:58]1[CH:59]=[CH:60][C:61]2[CH:65]=[C:64]([CH2:66]O)[S:63][C:62]=2[CH:68]=1.